From a dataset of Catalyst prediction with 721,799 reactions and 888 catalyst types from USPTO. Predict which catalyst facilitates the given reaction. (1) Reactant: [N:1]([C@@H:4]1[CH2:8][N:7]([C:9]([O:11][C:12]([CH3:15])([CH3:14])[CH3:13])=[O:10])[C@H:6]([CH3:16])[CH2:5]1)=[N+]=[N-].[CH:17]1([S:20](Cl)(=[O:22])=[O:21])[CH2:19][CH2:18]1.C([O-])(O)=O.[Na+]. Product: [CH:17]1([S:20]([NH:1][C@@H:4]2[CH2:8][N:7]([C:9]([O:11][C:12]([CH3:15])([CH3:14])[CH3:13])=[O:10])[C@H:6]([CH3:16])[CH2:5]2)(=[O:22])=[O:21])[CH2:19][CH2:18]1. The catalyst class is: 320. (2) Reactant: [O:1]=[C:2]([C:10]1[CH:11]=[N:12][CH:13]=[CH:14][CH:15]=1)[CH2:3]P(=O)(OC)OC.[H-].[Na+].[C:18]([O:22][C:23]([N:25]1[CH2:30][CH2:29][CH:28]([CH:31]=O)[CH2:27][CH2:26]1)=[O:24])([CH3:21])([CH3:20])[CH3:19]. Product: [C:18]([O:22][C:23]([N:25]1[CH2:30][CH2:29][CH:28]([CH:31]=[CH:3][C:2](=[O:1])[C:10]2[CH:11]=[N:12][CH:13]=[CH:14][CH:15]=2)[CH2:27][CH2:26]1)=[O:24])([CH3:21])([CH3:19])[CH3:20]. The catalyst class is: 116.